Dataset: Peptide-MHC class II binding affinity with 134,281 pairs from IEDB. Task: Regression. Given a peptide amino acid sequence and an MHC pseudo amino acid sequence, predict their binding affinity value. This is MHC class II binding data. (1) The binding affinity (normalized) is 0. The MHC is DRB1_1302 with pseudo-sequence DRB1_1302. The peptide sequence is LDSWWTSLNFLGGSP. (2) The MHC is HLA-DPA10103-DPB10601 with pseudo-sequence HLA-DPA10103-DPB10601. The peptide sequence is EKKYWAATQFEPLAA. The binding affinity (normalized) is 0.880. (3) The peptide sequence is PTPKGTVMDIISRKDQR. The binding affinity (normalized) is 0.179. The MHC is DRB3_0101 with pseudo-sequence DRB3_0101. (4) The peptide sequence is YPKYVKQNTLKLAT. The MHC is DRB1_1201 with pseudo-sequence DRB1_1201. The binding affinity (normalized) is 0.145.